Dataset: Full USPTO retrosynthesis dataset with 1.9M reactions from patents (1976-2016). Task: Predict the reactants needed to synthesize the given product. (1) Given the product [Cl:1][CH2:2][C:3]1[N:4]=[C:12]([C:11]2[CH:10]=[C:9]([CH:17]=[CH:16][CH:15]=2)[C:7]#[N:8])[O:6][N:5]=1, predict the reactants needed to synthesize it. The reactants are: [Cl:1][CH2:2][C:3]([NH:5][OH:6])=[NH:4].[C:7]([C:9]1[CH:10]=[C:11]([CH:15]=[CH:16][CH:17]=1)[C:12](Cl)=O)#[N:8]. (2) Given the product [CH3:1][O:2][C:3]([C:5]1[S:14][C:8]2=[N+:9]([O-:13])[CH:10]=[C:11]([N+:15]([O-:17])=[O:16])[CH:12]=[C:7]2[CH:6]=1)=[O:4], predict the reactants needed to synthesize it. The reactants are: [CH3:1][O:2][C:3]([C:5]1[S:14][C:8]2=[N+:9]([O-:13])[CH:10]=[CH:11][CH:12]=[C:7]2[CH:6]=1)=[O:4].[N+:15]([O-])([OH:17])=[O:16].